From a dataset of Full USPTO retrosynthesis dataset with 1.9M reactions from patents (1976-2016). Predict the reactants needed to synthesize the given product. (1) The reactants are: [C:1](Cl)(=O)[C:2](Cl)=O.[Cl:7][C:8]1[CH:16]=[CH:15][C:14]([N:17]2[CH:21]=[CH:20][CH:19]=[CH:18]2)=[CH:13][C:9]=1[C:10]([NH2:12])=[O:11].ClC1C=CC(N2C=CN=N2)=CC=1C(N[C:28](=[O:43])[NH:29][C:30]1[S:31][C:32]2[CH:38]=[C:37]([S:39]([CH3:42])(=[O:41])=[O:40])[CH:36]=[CH:35][C:33]=2[N:34]=1)=O.[CH2:53]([NH:55][CH2:56][CH3:57])[CH3:54]. Given the product [Cl:7][C:8]1[CH:16]=[CH:15][C:14]([N:17]2[CH:21]=[CH:20][CH:19]=[CH:18]2)=[CH:13][C:9]=1[C:10]([NH:12][C:28](=[O:43])[NH:29][C:30]1[S:31][C:32]2[CH:38]=[C:37]([S:39]([CH2:42][CH2:54][CH2:53][N:55]([CH2:1][CH3:2])[CH2:56][CH3:57])(=[O:40])=[O:41])[CH:36]=[CH:35][C:33]=2[N:34]=1)=[O:11], predict the reactants needed to synthesize it. (2) Given the product [Cl:1][C:2]1[N:7]=[CH:6][C:5]2[C:8]([C:23]3[CH:27]=[CH:26][NH:25][N:24]=3)=[CH:9][N:10]([CH:11]([CH3:13])[CH3:12])[C:4]=2[CH:3]=1, predict the reactants needed to synthesize it. The reactants are: [Cl:1][C:2]1[N:7]=[CH:6][C:5]2[C:8](I)=[CH:9][N:10]([CH:11]([CH3:13])[CH3:12])[C:4]=2[CH:3]=1.CC1(C)C(C)(C)OB([C:23]2[CH:27]=[CH:26][NH:25][N:24]=2)O1.C(=O)([O-])[O-].[Na+].[Na+].